Predict which catalyst facilitates the given reaction. From a dataset of Catalyst prediction with 721,799 reactions and 888 catalyst types from USPTO. (1) Reactant: [Cl:1][C:2]1[CH:3]=[C:4]([C:8]2[CH:13]=[CH:12][CH:11]=[C:10]([C:14]([NH2:16])=O)[CH:9]=2)[CH:5]=[CH:6][CH:7]=1.B. Product: [Cl:1][C:2]1[CH:3]=[C:4]([C:8]2[CH:13]=[CH:12][CH:11]=[C:10]([CH2:14][NH2:16])[CH:9]=2)[CH:5]=[CH:6][CH:7]=1. The catalyst class is: 7. (2) Reactant: [CH2:1]1[O:5][C:4]2[CH:6]=[C:7]([CH2:10][C:11]([OH:13])=O)[CH:8]=[CH:9][C:3]=2[O:2]1.C(Cl)(=O)C(Cl)=O.[NH2:20][C:21]1[S:22][CH:23]=[C:24]([C:26]2[CH:31]=[CH:30][C:29]([Cl:32])=[CH:28][CH:27]=2)[N:25]=1.N1C=CC=CC=1. Product: [O:2]1[C:3]2[CH:9]=[CH:8][C:7]([CH2:10][C:11]([NH:20][C:21]3[S:22][CH:23]=[C:24]([C:26]4[CH:27]=[CH:28][C:29]([Cl:32])=[CH:30][CH:31]=4)[N:25]=3)=[O:13])=[CH:6][C:4]=2[O:5][CH2:1]1. The catalyst class is: 4.